Regression/Classification. Given a drug SMILES string, predict its absorption, distribution, metabolism, or excretion properties. Task type varies by dataset: regression for continuous measurements (e.g., permeability, clearance, half-life) or binary classification for categorical outcomes (e.g., BBB penetration, CYP inhibition). Dataset: cyp2c9_veith. From a dataset of CYP2C9 inhibition data for predicting drug metabolism from PubChem BioAssay. (1) The compound is Cc1cc(CN2CCCCC2)c(O)c(CN2CCCCC2)c1. The result is 0 (non-inhibitor). (2) The molecule is O=C(O)/C(=C\c1ccc(O)cc1)c1cccc2ccccc12. The result is 0 (non-inhibitor). (3) The compound is CCCOc1cccc(-c2cc(-c3n[nH]c(=S)n3CC)c3ccccc3n2)c1. The result is 1 (inhibitor). (4) The compound is Cc1c(NC(=O)C(Sc2ccccc2)c2ccccc2)cccc1[N+](=O)[O-]. The result is 1 (inhibitor). (5) The drug is Cn1c(=O)n2n(c1=O)[C@@H]1[C@H](CC2)C(=O)[C@@H]2O[C@@H]2[C@H]1O. The result is 0 (non-inhibitor). (6) The drug is Cc1ccc(Cn2c(C)cc3c(c2=O)C(c2cccs2)C(C#N)=C(N)O3)cc1. The result is 0 (non-inhibitor).